This data is from Reaction yield outcomes from USPTO patents with 853,638 reactions. The task is: Predict the reaction yield, written as a fraction of the theoretical maximum amount of product (1.0 means a 100% yield; for example, 0.34 means a 34% yield). (1) The reactants are [Br:1]Br.[N:3]1([C:9]2[CH:14]=[CH:13][CH:12]=[CH:11][CH:10]=2)[CH2:8][CH2:7][O:6][CH2:5][CH2:4]1.O. The catalyst is C(O)C. The product is [Br:1][C:12]1[CH:13]=[CH:14][C:9]([N:3]2[CH2:8][CH2:7][O:6][CH2:5][CH2:4]2)=[CH:10][CH:11]=1. The yield is 0.720. (2) The reactants are [C:1]([NH:4][C:5]1[CH:10]=[CH:9][C:8]([C@@H:11]2[CH2:13][C@H:12]2[NH:14]C(=O)OC(C)(C)C)=[CH:7][CH:6]=1)(=[O:3])[CH3:2].[ClH:22]. The catalyst is O1CCOCC1. The product is [ClH:22].[NH2:14][C@@H:12]1[CH2:13][C@H:11]1[C:8]1[CH:9]=[CH:10][C:5]([NH:4][C:1](=[O:3])[CH3:2])=[CH:6][CH:7]=1. The yield is 0.990. (3) The reactants are [NH2:1][C:2]1[CH:3]=[CH:4][C:5]([C:8]([F:11])([F:10])[F:9])=[N:6][CH:7]=1.[I:12]I. The catalyst is C(O)C.S([O-])([O-])(=O)=O.[Ag+2]. The product is [NH2:1][C:2]1[C:7]([I:12])=[N:6][C:5]([C:8]([F:11])([F:9])[F:10])=[CH:4][CH:3]=1. The yield is 0.960. (4) The reactants are [Br:1][C:2]1[CH:3]=[CH:4][C:5](F)=[C:6]([CH:9]=1)[CH:7]=[O:8].[C:11]([C:13]1[CH:14]=[C:15]([OH:19])[CH:16]=[CH:17][CH:18]=1)#[N:12].C([O-])([O-])=O.[K+].[K+]. The catalyst is CN(C)C(=O)C. The product is [Br:1][C:2]1[CH:3]=[CH:4][C:5]([O:19][C:15]2[CH:14]=[C:13]([CH:18]=[CH:17][CH:16]=2)[C:11]#[N:12])=[C:6]([CH:7]=[O:8])[CH:9]=1. The yield is 1.00. (5) The product is [Si:29]([O:36][CH2:37][CH2:38][C@@H:39]([NH:54][C:55]1[CH:60]=[CH:59][C:58]([C:61]#[N:62])=[C:57]([Cl:63])[C:56]=1[CH3:64])[C:40]1[O:41][C:44]([C:45]2[CH:50]=[CH:49][C:48]([C:51]#[N:52])=[CH:47][CH:46]=2)=[N:43][N:42]=1)([C:32]([CH3:34])([CH3:33])[CH3:35])([CH3:31])[CH3:30]. The reactants are C1(P(C2C=CC=CC=2)C2C=CC=CC=2)C=CC=CC=1.II.C(N(CC)CC)C.[Si:29]([O:36][CH2:37][CH2:38][C@@H:39]([NH:54][C:55]1[CH:60]=[CH:59][C:58]([C:61]#[N:62])=[C:57]([Cl:63])[C:56]=1[CH3:64])[C:40]([NH:42][NH:43][C:44](=O)[C:45]1[CH:50]=[CH:49][C:48]([C:51]#[N:52])=[CH:47][CH:46]=1)=[O:41])([C:32]([CH3:35])([CH3:34])[CH3:33])([CH3:31])[CH3:30]. The catalyst is C(Cl)Cl. The yield is 0.980. (6) The reactants are CC1C=CC(S(O[CH2:12][C@H:13]2[CH2:15][O:14]2)(=O)=O)=CC=1.C(=O)([O-])[O-].[K+].[K+].[Cl:22][C:23]1[CH:24]=[C:25]([CH:41]=[CH:42][C:43]=1[NH:44][C:45]([NH:47][CH:48]1[CH2:50][CH2:49]1)=[O:46])[O:26][C:27]1[C:36]2[C:31](=[CH:32][C:33]([OH:40])=[C:34]([C:37]([NH2:39])=[O:38])[CH:35]=2)[N:30]=[CH:29][CH:28]=1.[CH2:51]([NH:53][CH2:54][CH3:55])[CH3:52]. The catalyst is O.C(OCC)(=O)C.CN(C)C=O. The product is [Cl:22][C:23]1[CH:24]=[C:25]([CH:41]=[CH:42][C:43]=1[NH:44][C:45]([NH:47][CH:48]1[CH2:50][CH2:49]1)=[O:46])[O:26][C:27]1[C:36]2[C:31](=[CH:32][C:33]([O:40][CH2:15][C@H:13]([OH:14])[CH2:12][N:53]([CH2:54][CH3:55])[CH2:51][CH3:52])=[C:34]([C:37]([NH2:39])=[O:38])[CH:35]=2)[N:30]=[CH:29][CH:28]=1. The yield is 0.363. (7) The reactants are [I:1][C:2]1[CH:10]=[CH:9][C:5]([C:6](O)=[O:7])=[CH:4][CH:3]=1.[CH3:11][N:12](C(ON1N=NC2C=CC=NC1=2)=[N+](C)C)[CH3:13].F[P-](F)(F)(F)(F)F.CCN(C(C)C)C(C)C.Cl.CNC. The catalyst is CN(C=O)C.O. The product is [I:1][C:2]1[CH:10]=[CH:9][C:5]([C:6]([N:12]([CH3:13])[CH3:11])=[O:7])=[CH:4][CH:3]=1. The yield is 0.600.